Task: Predict the reactants needed to synthesize the given product.. Dataset: Full USPTO retrosynthesis dataset with 1.9M reactions from patents (1976-2016) Given the product [Br:17][C:13]1[C:12]([CH3:18])=[N:11][C:10]([N:4]2[CH:5]=[CH:6][C:2]([CH3:1])=[N:3]2)=[CH:15][C:14]=1[CH3:16], predict the reactants needed to synthesize it. The reactants are: [CH3:1][C:2]1[CH:6]=[CH:5][NH:4][N:3]=1.[H-].[Na+].Cl[C:10]1[CH:15]=[C:14]([CH3:16])[C:13]([Br:17])=[C:12]([CH3:18])[N:11]=1.